Dataset: Full USPTO retrosynthesis dataset with 1.9M reactions from patents (1976-2016). Task: Predict the reactants needed to synthesize the given product. (1) The reactants are: [O:1]1[C:6]2[CH:7]=[CH:8][C:9]([N:11]3[CH2:15][C@H:14]([CH2:16][OH:17])[O:13][C:12]3=[O:18])=[CH:10][C:5]=2[O:4][CH2:3][CH2:2]1.[CH2:19]([Sn:23]([CH2:32][CH2:33][CH2:34][CH3:35])([CH2:28][CH2:29][CH2:30][CH3:31])[CH:24]=[CH:25][CH2:26]Cl)[CH2:20][CH2:21][CH3:22].[H-].[Na+].[CH3:38]N(C=O)C. Given the product [CH2:19]([Sn:23]([CH2:32][CH2:33][CH2:34][CH3:35])([CH2:28][CH2:29][CH2:30][CH2:31][CH3:38])[CH:24]=[CH:25][CH2:26][O:17][CH2:16][CH:14]1[O:13][C:12](=[O:18])[N:11]([C:9]2[CH:8]=[CH:7][C:6]3[O:1][CH2:2][CH2:3][O:4][C:5]=3[CH:10]=2)[CH2:15]1)[CH2:20][CH2:21][CH3:22], predict the reactants needed to synthesize it. (2) The reactants are: C([O:4][C:5]1[CH:21]=[CH:20][CH:19]=[CH:18][C:6]=1[C:7]([NH:9][C:10]1[CH:17]=[CH:16][C:13]([C:14]#[N:15])=[CH:12][CH:11]=1)=[O:8])(=O)C.C(OCC)(=O)C.Cl.[NH3:29]. Given the product [C:14]([C:13]1[CH:12]=[CH:11][C:10]([NH:9][C:7](=[O:8])[C:6]2[CH:18]=[CH:19][CH:20]=[CH:21][C:5]=2[OH:4])=[CH:17][CH:16]=1)(=[NH:15])[NH2:29], predict the reactants needed to synthesize it. (3) Given the product [Cl:28][CH2:2][C:3]1[N:11]([CH2:12][C:13]2[CH:18]=[CH:17][C:16]([C:19]([F:22])([F:21])[F:20])=[CH:15][CH:14]=2)[C:10]2[C:9](=[O:23])[NH:8][C:7](=[O:24])[N:6]([CH3:25])[C:5]=2[N:4]=1, predict the reactants needed to synthesize it. The reactants are: O[CH2:2][C:3]1[N:11]([CH2:12][C:13]2[CH:18]=[CH:17][C:16]([C:19]([F:22])([F:21])[F:20])=[CH:15][CH:14]=2)[C:10]2[C:9](=[O:23])[NH:8][C:7](=[O:24])[N:6]([CH3:25])[C:5]=2[N:4]=1.O=S(Cl)[Cl:28]. (4) Given the product [CH2:1]([O:3][C:4]([C:6]1([C:9]2[CH:10]=[CH:11][C:12]([C:15]3[CH:20]=[CH:19][C:18]([C:21]4[O:25][N:24]=[C:23]([CH3:26])[C:22]=4[NH:27][C:36](=[O:37])[CH:35]([O:28][C:29]4[CH:30]=[CH:31][CH:32]=[CH:33][CH:34]=4)[CH3:39])=[CH:17][CH:16]=3)=[CH:13][CH:14]=2)[CH2:8][CH2:7]1)=[O:5])[CH3:2], predict the reactants needed to synthesize it. The reactants are: [CH2:1]([O:3][C:4]([C:6]1([C:9]2[CH:14]=[CH:13][C:12]([C:15]3[CH:20]=[CH:19][C:18]([C:21]4[O:25][N:24]=[C:23]([CH3:26])[C:22]=4[NH2:27])=[CH:17][CH:16]=3)=[CH:11][CH:10]=2)[CH2:8][CH2:7]1)=[O:5])[CH3:2].[O:28]([CH:35]([CH3:39])[C:36](Cl)=[O:37])[C:29]1[CH:34]=[CH:33][CH:32]=[CH:31][CH:30]=1. (5) Given the product [CH2:17]([N:11]1[C:12]2[C:7](=[C:6]([OH:26])[C:5]([C:3]([NH:27][CH2:28][C:29]([OH:31])=[O:30])=[O:4])=[N:14][C:13]=2[C:15]#[N:16])[CH:8]=[C:9]([CH3:25])[C:10]1=[O:24])[C:18]1[CH:23]=[CH:22][CH:21]=[CH:20][CH:19]=1, predict the reactants needed to synthesize it. The reactants are: CO[C:3]([C:5]1[C:6]([OH:26])=[C:7]2[C:12](=[C:13]([C:15]#[N:16])[N:14]=1)[N:11]([CH2:17][C:18]1[CH:23]=[CH:22][CH:21]=[CH:20][CH:19]=1)[C:10](=[O:24])[C:9]([CH3:25])=[CH:8]2)=[O:4].[NH2:27][CH2:28][C:29]([OH:31])=[O:30].C[O-].[Na+]. (6) Given the product [CH:1]1([N:4]([CH:32]2[CH2:33][CH2:34]2)[C:5]([C:7]2[N:29]([CH2:30][CH3:31])[C:10]3=[N:11][C:12]([NH:19][C:20]4[S:21][C:22]([CH3:28])=[C:23]([C:25]([N:36]([CH3:37])[CH3:35])=[O:26])[N:24]=4)=[C:13]4[N:17]=[CH:16][N:15]([CH3:18])[C:14]4=[C:9]3[CH:8]=2)=[O:6])[CH2:3][CH2:2]1, predict the reactants needed to synthesize it. The reactants are: [CH:1]1([N:4]([CH:32]2[CH2:34][CH2:33]2)[C:5]([C:7]2[N:29]([CH2:30][CH3:31])[C:10]3=[N:11][C:12]([NH:19][C:20]4[S:21][C:22]([CH3:28])=[C:23]([C:25](O)=[O:26])[N:24]=4)=[C:13]4[N:17]=[CH:16][N:15]([CH3:18])[C:14]4=[C:9]3[CH:8]=2)=[O:6])[CH2:3][CH2:2]1.[CH3:35][NH:36][CH3:37].CN(C(ON1N=NC2C=CC=NC1=2)=[N+](C)C)C.F[P-](F)(F)(F)(F)F.